This data is from Reaction yield outcomes from USPTO patents with 853,638 reactions. The task is: Predict the reaction yield, written as a fraction of the theoretical maximum amount of product (1.0 means a 100% yield; for example, 0.34 means a 34% yield). (1) The yield is 0.750. The product is [CH2:10]([C:9]1[S:8][C:7]([C:13]2[CH:14]=[CH:15][C:16]([C:19]([F:20])([F:22])[F:21])=[CH:17][CH:18]=2)=[N:6][C:5]=1[CH2:4][CH2:3][OH:2])[CH2:11][CH3:12]. The catalyst is O1CCCC1. The reactants are C[O:2][C:3](=O)[CH2:4][C:5]1[N:6]=[C:7]([C:13]2[CH:18]=[CH:17][C:16]([C:19]([F:22])([F:21])[F:20])=[CH:15][CH:14]=2)[S:8][C:9]=1[CH2:10][CH2:11][CH3:12].[H-].[Al+3].[Li+].[H-].[H-].[H-]. (2) The reactants are [CH3:1][O:2][C:3]1[CH:4]=[C:5]([CH:7]=[CH:8][C:9]=1[CH3:10])[NH2:6].[N+]([C:14]1[CH:15]=C(S([O-])(=O)=O)C=C[CH:19]=1)([O-])=O.[Na+].S(O)(C)(=O)=O.OCC(CO)O.[OH-].[Na+]. The catalyst is O1CCOCC1. The product is [CH3:10][C:9]1[CH:8]=[C:7]2[C:5](=[CH:4][C:3]=1[O:2][CH3:1])[N:6]=[CH:15][CH:14]=[CH:19]2. The yield is 0.790.